Dataset: Full USPTO retrosynthesis dataset with 1.9M reactions from patents (1976-2016). Task: Predict the reactants needed to synthesize the given product. (1) Given the product [CH2:2]=[C:3]1[CH2:8][CH2:7][N:6]([C:16]([O:18][C:19]([CH3:22])([CH3:21])[CH3:20])=[O:17])[CH2:5][CH2:4]1, predict the reactants needed to synthesize it. The reactants are: Cl.[CH2:2]=[C:3]1[CH2:8][CH2:7][NH:6][CH2:5][CH2:4]1.C(N(CC)CC)C.[C:16](O[C:16]([O:18][C:19]([CH3:22])([CH3:21])[CH3:20])=[O:17])([O:18][C:19]([CH3:22])([CH3:21])[CH3:20])=[O:17]. (2) Given the product [CH2:1]([N:6]1[C:10](=[O:11])[C:9](=[CH:12][C:13]([N:29]2[CH2:30][CH2:31][CH:32]([N:35]3[CH2:44][C:43]4[C:38](=[CH:39][CH:40]=[CH:41][CH:42]=4)[NH:37][C:36]3=[O:45])[CH2:33][CH2:34]2)=[O:15])[S:8][CH:7]1[C:16]1[CH:21]=[CH:20][CH:19]=[CH:18][CH:17]=1)[CH2:2][CH:3]([CH3:4])[CH3:5], predict the reactants needed to synthesize it. The reactants are: [CH2:1]([N:6]1[C:10](=[O:11])[C:9](=[CH:12][C:13]([OH:15])=O)[S:8][CH:7]1[C:16]1[CH:21]=[CH:20][CH:19]=[CH:18][CH:17]=1)[CH2:2][CH:3]([CH3:5])[CH3:4].OC(C(F)(F)F)=O.[NH:29]1[CH2:34][CH2:33][CH:32]([N:35]2[CH2:44][C:43]3[C:38](=[CH:39][CH:40]=[CH:41][CH:42]=3)[NH:37][C:36]2=[O:45])[CH2:31][CH2:30]1.CCN(C(C)C)C(C)C.CN(C(ON1N=NC2C=CC=NC1=2)=[N+](C)C)C.F[P-](F)(F)(F)(F)F. (3) Given the product [CH:19]1([C:22]2[N:24]=[CH:4][C:5]3[CH2:6][N:7]([C:11]([O:13][C:14]([CH3:17])([CH3:16])[CH3:15])=[O:12])[CH2:8][C:9]=3[N:23]=2)[CH2:21][CH2:20]1, predict the reactants needed to synthesize it. The reactants are: CN([CH:4]=[C:5]1[C:9](=O)[CH2:8][N:7]([C:11]([O:13][C:14]([CH3:17])([CH3:16])[CH3:15])=[O:12])[CH2:6]1)C.Cl.[CH:19]1([C:22](=[NH:24])[NH2:23])[CH2:21][CH2:20]1.CCN(CC)CC. (4) Given the product [NH2:17][C:18]1[CH:19]=[CH:20][C:21]([O:25][CH3:26])=[C:22]([CH:23]=1)[O:24][C:2]1[CH:3]=[CH:4][C:5]2[N:6]([CH:8]=[C:9]([NH:11][C:12]([CH:14]3[CH2:16][CH2:15]3)=[O:13])[N:10]=2)[N:7]=1, predict the reactants needed to synthesize it. The reactants are: I[C:2]1[CH:3]=[CH:4][C:5]2[N:6]([CH:8]=[C:9]([NH:11][C:12]([CH:14]3[CH2:16][CH2:15]3)=[O:13])[N:10]=2)[N:7]=1.[NH2:17][C:18]1[CH:19]=[CH:20][C:21]([O:25][CH3:26])=[C:22]([OH:24])[CH:23]=1.C(=O)([O-])[O-].[K+].[K+]. (5) Given the product [CH:1](=[N:12][CH:11]=[CH:10][N:13]=[CH:1][C:2]1[C:3](=[CH:5][CH:6]=[CH:7][CH:8]=1)[OH:4])[C:2]1[C:3](=[CH:5][CH:6]=[CH:7][CH:8]=1)[OH:4], predict the reactants needed to synthesize it. The reactants are: [CH:1](=O)[C:2]1[C:3](=[CH:5][CH:6]=[CH:7][CH:8]=1)[OH:4].[CH2:10]([NH2:13])[CH2:11][NH2:12]. (6) Given the product [NH2:1][C:2]1[C:12]([C:15]2[CH:20]=[CH:19][CH:18]=[CH:17][CH:16]=2)=[CH:11][C:10]([Br:14])=[C:4]2[C:5]([NH:7][C:8](=[O:9])[C:3]=12)=[O:6].[NH2:1][C:2]1[C:12]([C:15]2[CH:20]=[CH:19][CH:18]=[CH:17][CH:16]=2)=[CH:11][C:10]([C:2]2[CH:12]=[CH:11][CH:10]=[CH:4][CH:3]=2)=[C:4]2[C:5]([NH:7][C:8](=[O:9])[C:3]=12)=[O:6], predict the reactants needed to synthesize it. The reactants are: [NH2:1][C:2]1[C:12](I)=[CH:11][C:10]([Br:14])=[C:4]2[C:5]([NH:7][C:8](=[O:9])[C:3]=12)=[O:6].[C:15]1(B(O)O)[CH:20]=[CH:19][CH:18]=[CH:17][CH:16]=1.[Cl-].[NH4+].C(Cl)(Cl)Cl.CO. (7) Given the product [Br:1][C:2]1[CH:3]=[C:4]([CH:5]=[CH:6][CH:7]=1)[O:8][CH:14]1[CH2:19][CH2:18][N:17]([C:20]([O:22][C:23]([CH3:26])([CH3:25])[CH3:24])=[O:21])[CH2:16][CH2:15]1, predict the reactants needed to synthesize it. The reactants are: [Br:1][C:2]1[CH:3]=[C:4]([OH:8])[CH:5]=[CH:6][CH:7]=1.CS(O[CH:14]1[CH2:19][CH2:18][N:17]([C:20]([O:22][C:23]([CH3:26])([CH3:25])[CH3:24])=[O:21])[CH2:16][CH2:15]1)(=O)=O.C(=O)([O-])[O-].[Cs+].[Cs+].